Dataset: NCI-60 drug combinations with 297,098 pairs across 59 cell lines. Task: Regression. Given two drug SMILES strings and cell line genomic features, predict the synergy score measuring deviation from expected non-interaction effect. (1) Drug 1: CN(CCCl)CCCl.Cl. Drug 2: CC(C)CN1C=NC2=C1C3=CC=CC=C3N=C2N. Cell line: SN12C. Synergy scores: CSS=28.0, Synergy_ZIP=-7.11, Synergy_Bliss=-3.20, Synergy_Loewe=-2.07, Synergy_HSA=-1.87. (2) Drug 1: C1=CC=C(C=C1)NC(=O)CCCCCCC(=O)NO. Drug 2: CN(CCCl)CCCl.Cl. Cell line: UO-31. Synergy scores: CSS=15.2, Synergy_ZIP=-7.00, Synergy_Bliss=2.14, Synergy_Loewe=-1.68, Synergy_HSA=3.06. (3) Drug 1: CN1C2=C(C=C(C=C2)N(CCCl)CCCl)N=C1CCCC(=O)O.Cl. Drug 2: CC1CCC2CC(C(=CC=CC=CC(CC(C(=O)C(C(C(=CC(C(=O)CC(OC(=O)C3CCCCN3C(=O)C(=O)C1(O2)O)C(C)CC4CCC(C(C4)OC)O)C)C)O)OC)C)C)C)OC. Cell line: SF-268. Synergy scores: CSS=-0.122, Synergy_ZIP=-0.364, Synergy_Bliss=-1.44, Synergy_Loewe=-2.67, Synergy_HSA=-2.35. (4) Drug 1: C1=CC(=CC=C1C#N)C(C2=CC=C(C=C2)C#N)N3C=NC=N3. Drug 2: C1=CN(C(=O)N=C1N)C2C(C(C(O2)CO)O)O.Cl. Cell line: HCC-2998. Synergy scores: CSS=35.3, Synergy_ZIP=-0.421, Synergy_Bliss=-0.0808, Synergy_Loewe=-6.56, Synergy_HSA=2.89. (5) Drug 1: CC=C1C(=O)NC(C(=O)OC2CC(=O)NC(C(=O)NC(CSSCCC=C2)C(=O)N1)C(C)C)C(C)C. Cell line: OVCAR-8. Synergy scores: CSS=27.9, Synergy_ZIP=0.785, Synergy_Bliss=1.70, Synergy_Loewe=-48.2, Synergy_HSA=0.0609. Drug 2: C1C(C(OC1N2C=NC3=C2NC=NCC3O)CO)O. (6) Drug 1: C1=CC=C(C(=C1)C(C2=CC=C(C=C2)Cl)C(Cl)Cl)Cl. Cell line: T-47D. Drug 2: N.N.Cl[Pt+2]Cl. Synergy scores: CSS=31.7, Synergy_ZIP=-4.56, Synergy_Bliss=0.387, Synergy_Loewe=1.62, Synergy_HSA=3.41. (7) Drug 1: C1=CC(=C2C(=C1NCCNCCO)C(=O)C3=C(C=CC(=C3C2=O)O)O)NCCNCCO. Drug 2: CC1C(C(=O)NC(C(=O)N2CCCC2C(=O)N(CC(=O)N(C(C(=O)O1)C(C)C)C)C)C(C)C)NC(=O)C3=C4C(=C(C=C3)C)OC5=C(C(=O)C(=C(C5=N4)C(=O)NC6C(OC(=O)C(N(C(=O)CN(C(=O)C7CCCN7C(=O)C(NC6=O)C(C)C)C)C)C(C)C)C)N)C. Cell line: BT-549. Synergy scores: CSS=24.0, Synergy_ZIP=5.43, Synergy_Bliss=4.94, Synergy_Loewe=3.47, Synergy_HSA=4.84. (8) Drug 1: C1CN1C2=NC(=NC(=N2)N3CC3)N4CC4. Drug 2: COCCOC1=C(C=C2C(=C1)C(=NC=N2)NC3=CC=CC(=C3)C#C)OCCOC.Cl. Cell line: OVCAR-5. Synergy scores: CSS=25.4, Synergy_ZIP=-7.96, Synergy_Bliss=-1.64, Synergy_Loewe=-14.3, Synergy_HSA=-1.88. (9) Drug 1: CCC1=C2CN3C(=CC4=C(C3=O)COC(=O)C4(CC)O)C2=NC5=C1C=C(C=C5)O. Drug 2: CN(CC1=CN=C2C(=N1)C(=NC(=N2)N)N)C3=CC=C(C=C3)C(=O)NC(CCC(=O)O)C(=O)O. Cell line: HS 578T. Synergy scores: CSS=24.4, Synergy_ZIP=-5.31, Synergy_Bliss=-4.21, Synergy_Loewe=-3.83, Synergy_HSA=-1.94. (10) Drug 1: C1C(C(OC1N2C=NC3=C(N=C(N=C32)Cl)N)CO)O. Drug 2: N.N.Cl[Pt+2]Cl. Cell line: SK-MEL-2. Synergy scores: CSS=87.9, Synergy_ZIP=3.58, Synergy_Bliss=1.43, Synergy_Loewe=5.22, Synergy_HSA=8.52.